From a dataset of Full USPTO retrosynthesis dataset with 1.9M reactions from patents (1976-2016). Predict the reactants needed to synthesize the given product. (1) The reactants are: [CH3:1][O:2][C:3]1[CH:4]=C([CH:7]=[C:8]([O:10][CH3:11])[CH:9]=1)N.C(=O)([O-])[O-].[K+].[K+].[CH3:18][N:19]([CH3:22])[CH:20]=O. Given the product [CH3:1][O:2][C:3]1[CH:4]=[C:20]([CH:7]=[C:8]([O:10][CH3:11])[CH:9]=1)[N:19]([CH3:22])[CH3:18], predict the reactants needed to synthesize it. (2) The reactants are: [C:1](O[C:1](=[O:8])[C:2]1[CH:7]=[CH:6][CH:5]=[CH:4][CH:3]=1)(=[O:8])[C:2]1[CH:7]=[CH:6][CH:5]=[CH:4][CH:3]=1.[C:18]1([CH2:34][O:35][C@@H:36]2[C@H:40]([OH:41])[C@@H:39]([CH2:42][OH:43])[O:38][C@H:37]2[N:44]2[CH:51]=[CH:50][C:48]([NH2:49])=[N:47][C:45]2=[O:46])[C:31]2[C:32]3=[C:33]4[C:28](=[CH:29][CH:30]=2)[CH:27]=[CH:26][CH:25]=[C:24]4[CH:23]=[CH:22][C:21]3=[CH:20][CH:19]=1. Given the product [C:18]1([CH2:34][O:35][C@@H:36]2[C@H:40]([OH:41])[C@@H:39]([CH2:42][OH:43])[O:38][C@H:37]2[N:44]2[CH:51]=[CH:50][C:48]([NH:49][C:1](=[O:8])[C:2]3[CH:7]=[CH:6][CH:5]=[CH:4][CH:3]=3)=[N:47][C:45]2=[O:46])[C:31]2[C:32]3=[C:33]4[C:28](=[CH:29][CH:30]=2)[CH:27]=[CH:26][CH:25]=[C:24]4[CH:23]=[CH:22][C:21]3=[CH:20][CH:19]=1, predict the reactants needed to synthesize it. (3) Given the product [F:13][C:9]1[C:8]([F:14])=[C:7]2[C:12]([C:3]([CH2:2][N:21]3[C:20]4[CH:27]=[C:28]([F:29])[C:17]([F:16])=[CH:18][C:19]=4[N:23]=[C:22]3[CH:24]([CH3:26])[CH3:25])=[CH:4][C:5](=[O:15])[NH:6]2)=[CH:11][CH:10]=1, predict the reactants needed to synthesize it. The reactants are: Br[CH2:2][C:3]1[C:12]2[C:7](=[C:8]([F:14])[C:9]([F:13])=[CH:10][CH:11]=2)[NH:6][C:5](=[O:15])[CH:4]=1.[F:16][C:17]1[C:28]([F:29])=[CH:27][C:20]2[NH:21][C:22]([CH:24]([CH3:26])[CH3:25])=[N:23][C:19]=2[CH:18]=1. (4) Given the product [NH:36]1[C:1]([C:3]2[N:8]=[CH:7][C:6]([C:9]([NH:11][CH:12]3[CH2:17][CH2:16][C:15](=[CH:18][C:19]4[CH:24]=[CH:23][CH:22]=[C:21]([O:25][C:26]5[CH:31]=[CH:30][C:29]([C:32]([F:34])([F:35])[F:33])=[CH:28][N:27]=5)[CH:20]=4)[CH2:14][CH2:13]3)=[O:10])=[CH:5][CH:4]=2)=[N:2][N:38]=[N:37]1, predict the reactants needed to synthesize it. The reactants are: [C:1]([C:3]1[N:8]=[CH:7][C:6]([C:9]([NH:11][CH:12]2[CH2:17][CH2:16][C:15](=[CH:18][C:19]3[CH:24]=[CH:23][CH:22]=[C:21]([O:25][C:26]4[CH:31]=[CH:30][C:29]([C:32]([F:35])([F:34])[F:33])=[CH:28][N:27]=4)[CH:20]=3)[CH2:14][CH2:13]2)=[O:10])=[CH:5][CH:4]=1)#[N:2].[N-:36]=[N+:37]=[N-:38].[Na+].[Cl-].[NH4+].[Cl-].[Li+]. (5) Given the product [NH2:17][C:15]1[CH:14]=[CH:13][C:12]([S:20]([C:23]([F:26])([F:24])[F:25])(=[O:22])=[O:21])=[C:11]([CH:16]=1)[CH2:10][N:2]([CH3:1])[C:3](=[O:9])[O:4][C:5]([CH3:7])([CH3:6])[CH3:8], predict the reactants needed to synthesize it. The reactants are: [CH3:1][N:2]([CH2:10][C:11]1[CH:16]=[C:15]([N+:17]([O-])=O)[CH:14]=[CH:13][C:12]=1[S:20]([C:23]([F:26])([F:25])[F:24])(=[O:22])=[O:21])[C:3](=[O:9])[O:4][C:5]([CH3:8])([CH3:7])[CH3:6].Cl. (6) Given the product [NH:1]1[C-:5]=[N:4][N:3]=[N:2]1.[CH:6]([NH:9][CH:10]([CH3:12])[CH3:11])([CH3:8])[CH3:7], predict the reactants needed to synthesize it. The reactants are: [NH:1]1[CH:5]=[N:4][N:3]=[N:2]1.[CH:6]([NH:9][CH:10]([CH3:12])[CH3:11])([CH3:8])[CH3:7].